Dataset: Reaction yield outcomes from USPTO patents with 853,638 reactions. Task: Predict the reaction yield, written as a fraction of the theoretical maximum amount of product (1.0 means a 100% yield; for example, 0.34 means a 34% yield). (1) The reactants are [I:1][C:2]1[CH:3]=[C:4]([CH:8]=[CH:9][CH:10]=1)[C:5]([OH:7])=[O:6].Br[CH2:12][C:13]1[CH:18]=[CH:17][CH:16]=[CH:15][CH:14]=1.C(=O)([O-])[O-].[K+].[K+]. The catalyst is CN(C=O)C. The product is [I:1][C:2]1[CH:3]=[C:4]([CH:8]=[CH:9][CH:10]=1)[C:5]([O:7][CH2:12][C:13]1[CH:18]=[CH:17][CH:16]=[CH:15][CH:14]=1)=[O:6]. The yield is 0.970. (2) The reactants are [CH3:1][C:2]1[S:6][CH:5]=[N:4][CH:3]=1.C([Li])CCC.[CH:12]1([C:18]([C:20]2[CH:25]=[CH:24][CH:23]=[CH:22][CH:21]=2)=[O:19])[CH2:17][CH2:16][CH2:15][CH2:14][CH2:13]1. The catalyst is C1COCC1. The product is [CH:20]1([C:18]([C:5]2[S:6][C:2]([CH3:1])=[CH:3][N:4]=2)([C:12]2[CH:13]=[CH:14][CH:15]=[CH:16][CH:17]=2)[OH:19])[CH2:21][CH2:22][CH2:23][CH2:24][CH2:25]1. The yield is 0.850. (3) The reactants are [Cl:1][C:2]1[CH:3]=[C:4]([C:9](=[O:23])[CH2:10][CH:11](O)[C:12]2[CH:17]=[CH:16][C:15]([N+:18]([O-])=O)=[C:14]([OH:21])[CH:13]=2)[CH:5]=[CH:6][C:7]=1[Cl:8]. The catalyst is [Ni].C1COCC1. The product is [NH2:18][C:15]1[CH:16]=[CH:17][C:12]([CH2:11][CH2:10][CH:9]([C:4]2[CH:5]=[CH:6][C:7]([Cl:8])=[C:2]([Cl:1])[CH:3]=2)[OH:23])=[CH:13][C:14]=1[OH:21]. The yield is 0.990. (4) The reactants are [Cl:1][CH2:2][CH2:3][CH2:4][O:5][C:6]1[CH:7]=[C:8]([CH2:12][C:13]([OH:15])=O)[CH:9]=[CH:10][CH:11]=1.C(N(CC)CC)C.[N:23]1[CH:28]=[CH:27][C:26]([C:29]2[N:30]=[C:31]([NH2:34])[S:32][CH:33]=2)=[CH:25][CH:24]=1. No catalyst specified. The product is [Cl:1][CH2:2][CH2:3][CH2:4][O:5][C:6]1[CH:7]=[C:8]([CH2:12][C:13]([NH:34][C:31]2[S:32][CH:33]=[C:29]([C:26]3[CH:27]=[CH:28][N:23]=[CH:24][CH:25]=3)[N:30]=2)=[O:15])[CH:9]=[CH:10][CH:11]=1. The yield is 0.640. (5) The reactants are C[O:2][C:3]1[CH:4]=[CH:5][C:6]2[CH2:12][CH2:11][CH2:10][C:9](=[O:13])[NH:8][C:7]=2[CH:14]=1.B(Br)(Br)Br. The catalyst is C(Cl)Cl. The product is [OH:2][C:3]1[CH:4]=[CH:5][C:6]2[CH2:12][CH2:11][CH2:10][C:9](=[O:13])[NH:8][C:7]=2[CH:14]=1. The yield is 0.890. (6) The reactants are [Br-].[F:2][CH2:3][CH2:4][N+:5]1[CH:10]=[CH:9][C:8]([C:11]2[CH:16]=[CH:15][C:14]([N+:17]([O-:19])=[O:18])=[C:13]([O:20][CH3:21])[CH:12]=2)=[CH:7][CH:6]=1.[BH4-].[Na+].CCOC(C)=O. The catalyst is CO. The product is [F:2][CH2:3][CH2:4][N:5]1[CH2:6][CH:7]=[C:8]([C:11]2[CH:16]=[CH:15][C:14]([N+:17]([O-:19])=[O:18])=[C:13]([O:20][CH3:21])[CH:12]=2)[CH2:9][CH2:10]1. The yield is 0.570. (7) The reactants are COC(=O)NC(C(N1CCCC1C1NC(C2C=CC(C3C=CC(C4NC(C5CCCN5[C:46](=[O:56])[CH:47]([NH:51][C:52]([O:54][CH3:55])=[O:53])[CH:48]([CH3:50])[CH3:49])=NC=4)=CC=3)=CC=2)=CN=1)=O)CCC(F)(F)F.[CH3:58][O:59][C:60](=[O:105])[NH:61][CH:62]([C:71]([N:73]1[CH2:77][CH2:76][CH2:75][CH:74]1[C:78]1[NH:79][C:80]([C:83]2[CH:88]=[CH:87][C:86]([C:89]3[CH:94]=[CH:93][C:92]([C:95]4[NH:96][C:97]([CH:100]5[CH2:104][CH2:103][CH2:102][NH:101]5)=[N:98][CH:99]=4)=[CH:91][CH:90]=3)=[CH:85][CH:84]=2)=[CH:81][N:82]=1)=[O:72])[CH2:63][CH2:64][O:65][CH2:66][C:67]([F:70])([F:69])[F:68]. No catalyst specified. The product is [CH3:55][O:54][C:52](=[O:53])[NH:51][CH:47]([C:46]([N:101]1[CH2:102][CH2:103][CH2:104][CH:100]1[C:97]1[NH:96][C:95]([C:92]2[CH:93]=[CH:94][C:89]([C:86]3[CH:87]=[CH:88][C:83]([C:80]4[NH:79][C:78]([CH:74]5[CH2:75][CH2:76][CH2:77][N:73]5[C:71](=[O:72])[CH:62]([NH:61][C:60]([O:59][CH3:58])=[O:105])[CH2:63][CH2:64][O:65][CH2:66][C:67]([F:70])([F:68])[F:69])=[N:82][CH:81]=4)=[CH:84][CH:85]=3)=[CH:90][CH:91]=2)=[CH:99][N:98]=1)=[O:56])[CH:48]([CH3:50])[CH3:49]. The yield is 0.450.